From a dataset of Forward reaction prediction with 1.9M reactions from USPTO patents (1976-2016). Predict the product of the given reaction. Given the reactants [Cl:1][C:2]1[CH:7]=[CH:6][CH:5]=[CH:4][C:3]=1[N:8]1[C:12]([S:13]([C:16]2[CH:21]=[CH:20][CH:19]=[C:18]([C:22]#[N:23])[CH:17]=2)(=[O:15])=[O:14])=[CH:11][C:10]([CH2:24][N:25](C)[C:26](=O)OC(C)(C)C)=[N:9]1.C(OCC)(=O)C.Cl, predict the reaction product. The product is: [ClH:1].[Cl:1][C:2]1[CH:7]=[CH:6][CH:5]=[CH:4][C:3]=1[N:8]1[C:12]([S:13]([C:16]2[CH:17]=[C:18]([CH:19]=[CH:20][CH:21]=2)[C:22]#[N:23])(=[O:14])=[O:15])=[CH:11][C:10]([CH2:24][NH:25][CH3:26])=[N:9]1.